This data is from Forward reaction prediction with 1.9M reactions from USPTO patents (1976-2016). The task is: Predict the product of the given reaction. (1) Given the reactants FC(F)(F)C([NH:5][C@H:6]([C:8]1[CH:13]=[CH:12][C:11]([CH2:14][CH2:15][CH2:16][CH2:17][CH2:18][CH2:19][CH2:20][CH3:21])=[CH:10][CH:9]=1)[CH3:7])=O.[OH-].[Na+], predict the reaction product. The product is: [CH2:14]([C:11]1[CH:10]=[CH:9][C:8]([C@@H:6]([NH2:5])[CH3:7])=[CH:13][CH:12]=1)[CH2:15][CH2:16][CH2:17][CH2:18][CH2:19][CH2:20][CH3:21]. (2) Given the reactants C([NH:5][S:6]([C:9]1[CH:14]=[CH:13][CH:12]=[C:11]([C:15]2[CH:20]=[C:19]([C:21]3[CH:26]=[C:25]([CH3:27])[CH:24]=[C:23]([C:28]4[CH:33]=[CH:32][C:31]([C:34]([F:37])([F:36])[F:35])=[CH:30][CH:29]=4)[N:22]=3)[CH:18]=[CH:17][N:16]=2)[CH:10]=1)(=[O:8])=[O:7])(C)(C)C.C(O)(C(F)(F)F)=O, predict the reaction product. The product is: [CH3:27][C:25]1[CH:24]=[C:23]([C:28]2[CH:33]=[CH:32][C:31]([C:34]([F:37])([F:35])[F:36])=[CH:30][CH:29]=2)[N:22]=[C:21]([C:19]2[CH:18]=[CH:17][N:16]=[C:15]([C:11]3[CH:10]=[C:9]([S:6]([NH2:5])(=[O:8])=[O:7])[CH:14]=[CH:13][CH:12]=3)[CH:20]=2)[CH:26]=1. (3) The product is: [Cl:1][C:2]1[N:7]=[C:6]([NH:10][CH2:11][CH2:12][NH:13][C:14](=[O:16])[CH3:15])[C:5]([I:9])=[CH:4][N:3]=1. Given the reactants [Cl:1][C:2]1[N:7]=[C:6](Cl)[C:5]([I:9])=[CH:4][N:3]=1.[NH2:10][CH2:11][CH2:12][NH:13][C:14](=[O:16])[CH3:15], predict the reaction product. (4) Given the reactants Br[C:2]1[CH:7]=[CH:6][C:5]([C:8]2[N:9]([CH2:15][CH:16]3[CH2:20][CH2:19][N:18]([C:21]([CH:23]4[CH2:25][CH2:24]4)=[O:22])[CH2:17]3)[C:10]([CH3:14])=[C:11]([CH3:13])[N:12]=2)=[CH:4][CH:3]=1.[CH3:26][O:27][C:28]1[CH:33]=[CH:32][C:31](B(O)O)=[CH:30][CH:29]=1, predict the reaction product. The product is: [CH:23]1([C:21]([N:18]2[CH2:19][CH2:20][CH:16]([CH2:15][N:9]3[C:10]([CH3:14])=[C:11]([CH3:13])[N:12]=[C:8]3[C:5]3[CH:6]=[CH:7][C:2]([C:31]4[CH:32]=[CH:33][C:28]([O:27][CH3:26])=[CH:29][CH:30]=4)=[CH:3][CH:4]=3)[CH2:17]2)=[O:22])[CH2:25][CH2:24]1. (5) The product is: [N:22]12[CH2:27][CH2:26][CH:25]([CH2:24][CH2:23]1)[C@H:20]([OH:19])[CH2:21]2. Given the reactants C([C@H]([C@@H](C(O)=O)O)O)(O)=O.C([O:19][C@H:20]1[CH:25]2[CH2:26][CH2:27][N:22]([CH2:23][CH2:24]2)[CH2:21]1)(=O)C1C=CC=CC=1.[OH-].[Na+], predict the reaction product.